This data is from Forward reaction prediction with 1.9M reactions from USPTO patents (1976-2016). The task is: Predict the product of the given reaction. Given the reactants [C:1]([O:5][C:6](=[O:18])[NH:7][CH2:8][CH2:9][O:10][Si:11]([C:14]([CH3:17])([CH3:16])[CH3:15])([CH3:13])[CH3:12])([CH3:4])([CH3:3])[CH3:2].[H-].[Na+].I[CH3:22], predict the reaction product. The product is: [C:1]([O:5][C:6](=[O:18])[N:7]([CH2:8][CH2:9][O:10][Si:11]([C:14]([CH3:17])([CH3:16])[CH3:15])([CH3:12])[CH3:13])[CH3:22])([CH3:4])([CH3:2])[CH3:3].